This data is from Full USPTO retrosynthesis dataset with 1.9M reactions from patents (1976-2016). The task is: Predict the reactants needed to synthesize the given product. Given the product [C:1]([O:5][C:6]([N:8]1[C:16]2[C:11](=[CH:12][C:13]([CH2:17][OH:18])=[CH:14][CH:15]=2)[CH:10]=[C:9]1[C:26]1[C:27]2[S:40][C:39]([CH2:41][N:42]3[CH2:43][CH2:44][CH2:45][CH2:46][CH2:47]3)=[CH:38][C:28]=2[N:29]([C:31]([O:33][C:34]([CH3:37])([CH3:36])[CH3:35])=[O:32])[N:30]=1)=[O:7])([CH3:2])([CH3:3])[CH3:4], predict the reactants needed to synthesize it. The reactants are: [C:1]([O:5][C:6]([N:8]1[C:16]2[C:11](=[CH:12][C:13]([C:17](C)(C)[O:18][SiH2]C(C)(C)C)=[CH:14][CH:15]=2)[CH:10]=[C:9]1[C:26]1[C:27]2[S:40][C:39]([CH2:41][N:42]3[CH2:47][CH2:46][CH2:45][CH2:44][CH2:43]3)=[CH:38][C:28]=2[N:29]([C:31]([O:33][C:34]([CH3:37])([CH3:36])[CH3:35])=[O:32])[N:30]=1)=[O:7])([CH3:4])([CH3:3])[CH3:2].CCCC[N+](CCCC)(CCCC)CCCC.[F-].